Dataset: Peptide-MHC class II binding affinity with 134,281 pairs from IEDB. Task: Regression. Given a peptide amino acid sequence and an MHC pseudo amino acid sequence, predict their binding affinity value. This is MHC class II binding data. (1) The peptide sequence is KIIGGIGGFVKVRQYDQIPI. The MHC is HLA-DPA10301-DPB10402 with pseudo-sequence HLA-DPA10301-DPB10402. The binding affinity (normalized) is 0.261. (2) The peptide sequence is VLDILTANKLIRQKL. The MHC is H-2-IAb with pseudo-sequence H-2-IAb. The binding affinity (normalized) is 0.234. (3) The peptide sequence is VMGDTAWDFSSAGGF. The MHC is DRB4_0103 with pseudo-sequence DRB4_0103. The binding affinity (normalized) is 0. (4) The peptide sequence is GELHIVDKIDAAFKI. The MHC is DRB1_0802 with pseudo-sequence DRB1_0802. The binding affinity (normalized) is 0.504. (5) The peptide sequence is GEIYKRWIILGLNKI. The MHC is DRB5_0101 with pseudo-sequence DRB5_0101. The binding affinity (normalized) is 0.499.